From a dataset of TCR-epitope binding with 47,182 pairs between 192 epitopes and 23,139 TCRs. Binary Classification. Given a T-cell receptor sequence (or CDR3 region) and an epitope sequence, predict whether binding occurs between them. (1) The epitope is FVDGVPFVV. The TCR CDR3 sequence is CSVEWGMREQYF. Result: 1 (the TCR binds to the epitope). (2) The epitope is ISDYDYYRY. The TCR CDR3 sequence is CASSWELAGGTYNEQFF. Result: 0 (the TCR does not bind to the epitope).